Predict the product of the given reaction. From a dataset of Forward reaction prediction with 1.9M reactions from USPTO patents (1976-2016). (1) Given the reactants [CH3:1][O:2][C:3]1[CH:8]=[C:7]([N+:9]([O-:11])=[O:10])[CH:6]=[CH:5][C:4]=1SC.O[O:15][S:16]([O-:18])=O.[K+].[CH3:20]O, predict the reaction product. The product is: [CH3:20][S:16]([C:4]1[CH:5]=[CH:6][C:7]([N+:9]([O-:11])=[O:10])=[CH:8][C:3]=1[O:2][CH3:1])(=[O:18])=[O:15]. (2) Given the reactants Cl.Cl.[CH2:3]([N:5]([CH2:20][CH3:21])[C:6]([CH:8]1[CH2:13][CH2:12][CH2:11][N:10]([CH:14]2[CH2:19][CH2:18][NH:17][CH2:16][CH2:15]2)[CH2:9]1)=[O:7])[CH3:4].[NH2:22][C:23]1[S:24][C:25]2[CH:34]=[CH:33][CH:32]=[CH:31][C:26]=2[C:27]=1[C:28](O)=[O:29], predict the reaction product. The product is: [NH2:22][C:23]1[S:24][C:25]2[CH:34]=[CH:33][CH:32]=[CH:31][C:26]=2[C:27]=1[C:28]([N:17]1[CH2:16][CH2:15][CH:14]([N:10]2[CH2:11][CH2:12][CH2:13][CH:8]([C:6]([N:5]([CH2:3][CH3:4])[CH2:20][CH3:21])=[O:7])[CH2:9]2)[CH2:19][CH2:18]1)=[O:29]. (3) Given the reactants [CH:1]1([C:4]2[C:5]([O:13][CH:14]([CH3:17])[CH2:15][F:16])=[CH:6][C:7]([C:10]([OH:12])=O)=[N:8][CH:9]=2)[CH2:3][CH2:2]1.[NH2:18][C:19]([CH:25]1[CH2:27][CH2:26]1)([CH3:24])[CH2:20][C:21]([NH2:23])=[O:22], predict the reaction product. The product is: [NH2:23][C:21](=[O:22])[CH2:20][C:19]([NH:18][C:10](=[O:12])[C:7]1[CH:6]=[C:5]([O:13][CH:14]([CH3:17])[CH2:15][F:16])[C:4]([CH:1]2[CH2:2][CH2:3]2)=[CH:9][N:8]=1)([CH:25]1[CH2:27][CH2:26]1)[CH3:24]. (4) Given the reactants FC(F)(F)C([NH:5][CH2:6][CH2:7][CH:8]([C:10]1[CH:15]=[C:14](/[CH:16]=[CH:17]/[C:18]2([OH:24])[CH2:23][CH2:22][CH2:21][CH2:20][CH2:19]2)[CH:13]=[CH:12][C:11]=1[F:25])[OH:9])=O.Cl, predict the reaction product. The product is: [NH2:5][CH2:6][CH2:7][CH:8]([C:10]1[CH:15]=[C:14]([CH:13]=[CH:12][C:11]=1[F:25])/[CH:16]=[CH:17]/[C:18]1([OH:24])[CH2:23][CH2:22][CH2:21][CH2:20][CH2:19]1)[OH:9].